This data is from Forward reaction prediction with 1.9M reactions from USPTO patents (1976-2016). The task is: Predict the product of the given reaction. (1) Given the reactants Br[C:2]1[CH:28]=[CH:27][C:5]2[N:6]([C:9]3[S:13][C:12]([C:14]([NH2:16])=[O:15])=[C:11]([O:17][C@@H:18]([C:20]4[CH:25]=[CH:24][CH:23]=[CH:22][C:21]=4[Cl:26])[CH3:19])[CH:10]=3)[CH:7]=[N:8][C:4]=2[CH:3]=1.[F:29][C:30]1[CH:35]=[C:34](B(O)O)[CH:33]=[CH:32][N:31]=1, predict the reaction product. The product is: [Cl:26][C:21]1[CH:22]=[CH:23][CH:24]=[CH:25][C:20]=1[C@H:18]([O:17][C:11]1[CH:10]=[C:9]([N:6]2[C:5]3[CH:27]=[CH:28][C:2]([C:33]4[CH:32]=[N:31][C:30]([F:29])=[CH:35][CH:34]=4)=[CH:3][C:4]=3[N:8]=[CH:7]2)[S:13][C:12]=1[C:14]([NH2:16])=[O:15])[CH3:19]. (2) Given the reactants Cl.[F:2][C@@:3]12[C@:16]3([CH3:17])[C:11](=[CH:12][C:13](=[O:18])[CH:14]=[CH:15]3)[C@@H:10]([F:19])[CH2:9][C@H:8]1[C@@H:7]1[CH2:20][C@@H:21]3[C@:25]([C:26](=[O:29])[CH2:27][F:28])([C@@:6]1([CH3:30])[CH2:5][C@@H:4]2[OH:31])[CH2:24][NH:23][CH2:22]3.[CH3:32][C:33]([CH3:38])([CH3:37])[CH2:34][CH:35]=O.C(O)=O, predict the reaction product. The product is: [CH3:32][C:33]([CH3:38])([CH3:37])[CH2:34][CH2:35][N:23]1[CH2:24][C@:25]2([C:26](=[O:29])[CH2:27][F:28])[C@@H:21]([CH2:20][C@H:7]3[C@H:8]4[C@@:3]([F:2])([C@:16]5([CH3:17])[C:11]([C@@H:10]([F:19])[CH2:9]4)=[CH:12][C:13](=[O:18])[CH:14]=[CH:15]5)[C@@H:4]([OH:31])[CH2:5][C@@:6]32[CH3:30])[CH2:22]1. (3) Given the reactants [CH2:1]([O:3][C:4]1[CH:5]=[C:6]([CH:10]=[CH:11][C:12]=1[O:13][CH2:14][CH3:15])[C:7]([OH:9])=O)[CH3:2].O[NH:17][C:18]([C:20]1[C:21]2[CH:22]=[CH:23][NH:24][C:25]=2[CH:26]=[CH:27][CH:28]=1)=[NH:19].C1CN([P+](Br)(N2CCCC2)N2CCCC2)CC1.F[P-](F)(F)(F)(F)F.CCN(C(C)C)C(C)C, predict the reaction product. The product is: [CH2:1]([O:3][C:4]1[CH:5]=[C:6]([C:7]2[O:9][N:19]=[C:18]([C:20]3[CH:28]=[CH:27][CH:26]=[C:25]4[C:21]=3[CH:22]=[CH:23][NH:24]4)[N:17]=2)[CH:10]=[CH:11][C:12]=1[O:13][CH2:14][CH3:15])[CH3:2].